From a dataset of Forward reaction prediction with 1.9M reactions from USPTO patents (1976-2016). Predict the product of the given reaction. (1) Given the reactants [O:1]([C:8]1[CH:13]=[CH:12][C:11]([CH2:14][NH:15][C:16](=[O:25])[C:17]2[CH:22]=[CH:21][C:20](Cl)=[N:19][C:18]=2[NH2:24])=[CH:10][CH:9]=1)[C:2]1[CH:7]=[CH:6][CH:5]=[CH:4][CH:3]=1.[CH2:26]([NH2:29])[CH2:27][CH3:28].CN1CCCC1=O, predict the reaction product. The product is: [O:1]([C:8]1[CH:13]=[CH:12][C:11]([CH2:14][NH:15][C:16](=[O:25])[C:17]2[CH:22]=[CH:21][C:20]([NH:29][CH2:26][CH2:27][CH3:28])=[N:19][C:18]=2[NH2:24])=[CH:10][CH:9]=1)[C:2]1[CH:7]=[CH:6][CH:5]=[CH:4][CH:3]=1. (2) Given the reactants [CH3:1][C:2]1[N:3]([CH2:15][CH2:16][CH2:17][OH:18])[C:4]2[C:13]3[CH:12]=[CH:11][CH:10]=[CH:9][C:8]=3[N:7]=[CH:6][C:5]=2[N:14]=1.[OH-].[Na+].[CH2:21](Br)[C:22]#[CH:23], predict the reaction product. The product is: [CH2:23]([O:18][CH2:17][CH2:16][CH2:15][N:3]1[C:4]2[C:13]3[CH:12]=[CH:11][CH:10]=[CH:9][C:8]=3[N:7]=[CH:6][C:5]=2[N:14]=[C:2]1[CH3:1])[C:22]#[CH:21]. (3) Given the reactants [CH2:1]([O:3][C:4]([C:6]1[C:7](=[O:18])[NH:8][N:9]=[C:10]([C:13]2[S:14][CH:15]=[CH:16][CH:17]=2)[C:11]=1[OH:12])=[O:5])[CH3:2].[H-].[Na+].Br[CH2:22][CH2:23][C:24]([CH3:27])([CH3:26])[CH3:25], predict the reaction product. The product is: [CH2:1]([O:3][C:4]([C:6]1[C:7](=[O:18])[N:8]([CH2:22][CH2:23][C:24]([CH3:27])([CH3:26])[CH3:25])[N:9]=[C:10]([C:13]2[S:14][CH:15]=[CH:16][CH:17]=2)[C:11]=1[OH:12])=[O:5])[CH3:2]. (4) The product is: [C:8]([C:7]1[C:2]2[N:1]=[N:35][N:32]([CH3:33])[C:3]=2[CH:4]=[C:5]([C:10]2[CH:27]=[CH:26][C:13]([O:14][CH2:15][CH2:16][N:17]([CH3:25])[C:18](=[O:24])[O:19][C:20]([CH3:22])([CH3:21])[CH3:23])=[C:12]([C:28]([F:29])([F:30])[F:31])[CH:11]=2)[N:6]=1)#[N:9]. Given the reactants [NH2:1][C:2]1[C:3]([NH:32][CH3:33])=[CH:4][C:5]([C:10]2[CH:27]=[CH:26][C:13]([O:14][CH2:15][CH2:16][N:17]([CH3:25])[C:18](=[O:24])[O:19][C:20]([CH3:23])([CH3:22])[CH3:21])=[C:12]([C:28]([F:31])([F:30])[F:29])[CH:11]=2)=[N:6][C:7]=1[C:8]#[N:9].Cl.[N:35]([O-])=O.[Na+], predict the reaction product. (5) Given the reactants Cl[C:2]1[C:7]([N+:8]([O-:10])=[O:9])=[CH:6][N:5]=[C:4]2[CH:11]=[CH:12][S:13][C:3]=12.[NH2:14][C@@H:15]1[CH2:20][C@@H:19]([NH:21][C:22](=[O:31])[O:23][CH2:24][C:25]2[CH:30]=[CH:29][CH:28]=[CH:27][CH:26]=2)[C@@H:18]([CH2:32][C:33]#[N:34])[CH2:17][CH2:16]1.C(N(CC)CC)C, predict the reaction product. The product is: [C:33]([CH2:32][C@H:18]1[CH2:17][CH2:16][C@H:15]([NH:14][C:2]2[C:7]([N+:8]([O-:10])=[O:9])=[CH:6][N:5]=[C:4]3[CH:11]=[CH:12][S:13][C:3]=23)[CH2:20][C@H:19]1[NH:21][C:22](=[O:31])[O:23][CH2:24][C:25]1[CH:30]=[CH:29][CH:28]=[CH:27][CH:26]=1)#[N:34]. (6) Given the reactants [Cl:1][C:2]1[CH:3]=[C:4]([C:17]#[C:18]C(O)(C)C)[C:5]([CH3:16])=[C:6]([NH:8][C:9](=[O:15])[O:10][C:11]([CH3:14])([CH3:13])[CH3:12])[CH:7]=1.C(=O)([O-])[O-].[K+].[K+].C1OCCOCCOCCOCCOCCOC1, predict the reaction product. The product is: [Cl:1][C:2]1[CH:3]=[C:4]([C:17]#[CH:18])[C:5]([CH3:16])=[C:6]([NH:8][C:9](=[O:15])[O:10][C:11]([CH3:12])([CH3:13])[CH3:14])[CH:7]=1. (7) Given the reactants O[NH:2][CH2:3][C:4]1[C:8]([CH3:9])=[C:7]([CH2:10][CH:11]([CH3:13])[CH3:12])[N:6]([C:14]2[CH:19]=[CH:18][CH:17]=[CH:16][CH:15]=2)[N:5]=1.[H-].[Al+3].[Li+].[H-].[H-].[H-].O.S([O-])([O-])(=O)=O.[Na+].[Na+], predict the reaction product. The product is: [CH2:10]([C:7]1[N:6]([C:14]2[CH:19]=[CH:18][CH:17]=[CH:16][CH:15]=2)[N:5]=[C:4]([CH2:3][NH2:2])[C:8]=1[CH3:9])[CH:11]([CH3:13])[CH3:12]. (8) Given the reactants Br[N:2]1[C:10]2[C:5](=[CH:6][CH:7]=[CH:8][CH:9]=2)[CH:4]=[C:3]1[C:11]1[C:16]([F:17])=[CH:15][CH:14]=[CH:13][C:12]=1[Cl:18].[Cl:19][C:20]1[N:25]=[CH:24][C:23](B(O)O)=[C:22]([CH3:29])[CH:21]=1.O1CCOCC1.C(=O)([O-])[O-].[K+].[K+], predict the reaction product. The product is: [Cl:18][C:12]1[CH:13]=[CH:14][CH:15]=[C:16]([F:17])[C:11]=1[C:3]1[NH:2][C:10]2[C:5]([CH:4]=1)=[CH:6][C:7]([C:23]1[CH:24]=[N:25][C:20]([Cl:19])=[CH:21][C:22]=1[CH3:29])=[CH:8][CH:9]=2. (9) Given the reactants [NH2:1][S:2]([C:5]1[C:6]([Cl:21])=[CH:7][C:8]([NH:14][CH2:15][C:16]2[O:17][CH:18]=[CH:19][CH:20]=2)=[C:9]([CH:13]=1)[C:10]([OH:12])=[O:11])(=[O:4])=[O:3].O1CCOCC1.C(=O)([O-])[O-].[Cs+:32].[Cs+], predict the reaction product. The product is: [NH2:1][S:2]([C:5]1[C:6]([Cl:21])=[CH:7][C:8]([NH:14][CH2:15][C:16]2[O:17][CH:18]=[CH:19][CH:20]=2)=[C:9]([CH:13]=1)[C:10]([O-:12])=[O:11])(=[O:3])=[O:4].[Cs+:32].